From a dataset of Forward reaction prediction with 1.9M reactions from USPTO patents (1976-2016). Predict the product of the given reaction. (1) Given the reactants [Cl:1][C:2]1[CH:3]=[C:4]([CH:8]([O:38][CH2:39][CH2:40][NH:41]C(=O)C(F)(F)F)[C:9]2[CH:10]=[C:11]([CH:35]=[CH:36][CH:37]=2)[C:12]([NH:14][C@@H:15]([CH2:28][CH:29]2[CH2:34][CH2:33][CH2:32][CH2:31][CH2:30]2)[CH2:16][N:17]([CH3:27])[C:18](=[O:26])[O:19][CH2:20][CH2:21][Si:22]([CH3:25])([CH3:24])[CH3:23])=[O:13])[CH:5]=[CH:6][CH:7]=1.O.[OH-].[Li+], predict the reaction product. The product is: [NH2:41][CH2:40][CH2:39][O:38][CH:8]([C:4]1[CH:5]=[CH:6][CH:7]=[C:2]([Cl:1])[CH:3]=1)[C:9]1[CH:10]=[C:11]([CH:35]=[CH:36][CH:37]=1)[C:12]([NH:14][C@@H:15]([CH2:28][CH:29]1[CH2:30][CH2:31][CH2:32][CH2:33][CH2:34]1)[CH2:16][N:17]([CH3:27])[C:18](=[O:26])[O:19][CH2:20][CH2:21][Si:22]([CH3:25])([CH3:24])[CH3:23])=[O:13]. (2) Given the reactants [F:1][C:2]1[C:26]([O:27][CH3:28])=[CH:25][C:24]([O:29][CH3:30])=[C:23]([F:31])[C:3]=1[CH2:4][O:5][C:6]1[CH:7]=[N:8][C:9]([NH:12][C:13]2[CH:14]=[CH:15][C:16](=[O:22])[N:17]([CH2:19][CH2:20]O)[CH:18]=2)=[N:10][CH:11]=1.C(N(CC)CC)C.CS(Cl)(=O)=O.[CH3:44][N:45]1[CH2:50][CH2:49][NH:48][CH2:47][CH2:46]1, predict the reaction product. The product is: [F:31][C:23]1[C:24]([O:29][CH3:30])=[CH:25][C:26]([O:27][CH3:28])=[C:2]([F:1])[C:3]=1[CH2:4][O:5][C:6]1[CH:11]=[N:10][C:9]([NH:12][C:13]2[CH:14]=[CH:15][C:16](=[O:22])[N:17]([CH2:19][CH2:20][N:48]3[CH2:49][CH2:50][N:45]([CH3:44])[CH2:46][CH2:47]3)[CH:18]=2)=[N:8][CH:7]=1. (3) Given the reactants [CH2:1]([O:3][C:4]([C:6]1([C:9]2[CH:14]=[CH:13][C:12]([C:15]3[CH:20]=[CH:19][C:18]([C:21]4[O:25][N:24]=[C:23]([CH3:26])[C:22]=4[NH:27][C:28]4[CH:33]=[CH:32][CH:31]=[C:30](Br)[N:29]=4)=[CH:17][CH:16]=3)=[CH:11][CH:10]=2)[CH2:8][CH2:7]1)=[O:5])[CH3:2].[F:35][C:36]1[CH:37]=[CH:38][C:39]([O:45][CH3:46])=[C:40](B(O)O)[CH:41]=1, predict the reaction product. The product is: [CH2:1]([O:3][C:4]([C:6]1([C:9]2[CH:14]=[CH:13][C:12]([C:15]3[CH:20]=[CH:19][C:18]([C:21]4[O:25][N:24]=[C:23]([CH3:26])[C:22]=4[NH:27][C:28]4[CH:33]=[CH:32][CH:31]=[C:30]([C:38]5[CH:37]=[C:36]([F:35])[CH:41]=[CH:40][C:39]=5[O:45][CH3:46])[N:29]=4)=[CH:17][CH:16]=3)=[CH:11][CH:10]=2)[CH2:8][CH2:7]1)=[O:5])[CH3:2]. (4) Given the reactants [BH4-].[Na+].[Cl:3][C:4]1[CH:5]=[N:6][CH:7]=[C:8]([Cl:12])[C:9]=1[CH:10]=[O:11], predict the reaction product. The product is: [Cl:3][C:4]1[CH:5]=[N:6][CH:7]=[C:8]([Cl:12])[C:9]=1[CH2:10][OH:11]. (5) Given the reactants C(O[C:4]([C:6]1[C:7]([O:18][CH3:19])=[N:8][C:9]2[C:14]([C:15]=1[CH3:16])=[CH:13][CH:12]=[C:11]([F:17])[CH:10]=2)=[O:5])C.C[Al](C)C.[F:24][C:25]1[CH:32]=[CH:31][C:28]([CH2:29][NH2:30])=[CH:27][CH:26]=1.CCOC(C)=O.CCCCCC, predict the reaction product. The product is: [F:17][C:11]1[CH:10]=[C:9]2[C:14]([C:15]([CH3:16])=[C:6]([C:4]([NH:30][CH2:29][C:28]3[CH:31]=[CH:32][C:25]([F:24])=[CH:26][CH:27]=3)=[O:5])[C:7]([O:18][CH3:19])=[N:8]2)=[CH:13][CH:12]=1. (6) The product is: [N:25]1([CH2:34][CH2:35][C:36]([NH:39][CH2:4][CH:5]([C:7]2[CH:8]=[C:9]([NH:13][S:14]([C:17]3[CH:18]=[CH:19][CH:20]=[CH:21][CH:22]=3)(=[O:15])=[O:16])[CH:10]=[CH:11][CH:12]=2)[OH:6])([CH3:37])[CH3:38])[C:29]2[CH:30]=[CH:31][CH:32]=[CH:33][C:28]=2[N:27]=[CH:26]1. Given the reactants C(O[CH:4](O)[C:5]([C:7]1[CH:8]=[C:9]([NH:13][S:14]([C:17]2[CH:22]=[CH:21][CH:20]=[CH:19][CH:18]=2)(=[O:16])=[O:15])[CH:10]=[CH:11][CH:12]=1)=[O:6])C.Cl.[N:25]1([CH2:34][CH2:35][C:36]([NH2:39])([CH3:38])[CH3:37])[C:29]2[CH:30]=[CH:31][CH:32]=[CH:33][C:28]=2[N:27]=[CH:26]1.[BH4-].[Na+].O, predict the reaction product. (7) Given the reactants Cl[C:2]1[C:3]2[NH:10][C:9]([CH3:11])=[C:8]([C:12]([O:14][CH2:15][CH3:16])=[O:13])[C:4]=2[N:5]=[CH:6][N:7]=1.[CH:17]1([CH2:20][O:21][C:22]2[CH:27]=[CH:26][C:25]([CH2:28][CH3:29])=[CH:24][C:23]=2B2OC(C)(C)C(C)(C)O2)[CH2:19][CH2:18]1, predict the reaction product. The product is: [CH:17]1([CH2:20][O:21][C:22]2[CH:23]=[CH:24][C:25]([CH2:28][CH3:29])=[CH:26][C:27]=2[C:2]2[C:3]3[NH:10][C:9]([CH3:11])=[C:8]([C:12]([O:14][CH2:15][CH3:16])=[O:13])[C:4]=3[N:5]=[CH:6][N:7]=2)[CH2:18][CH2:19]1. (8) Given the reactants [F:1][C:2]([F:16])([F:15])[C:3]1[CH:7]=[C:6]([C:8]2[CH:13]=[CH:12][C:11]([CH3:14])=[CH:10][CH:9]=2)[NH:5][N:4]=1.I[C:18]1[CH:23]=[CH:22][CH:21]=[CH:20][CH:19]=1, predict the reaction product. The product is: [C:18]1([N:5]2[C:6]([C:8]3[CH:9]=[CH:10][C:11]([CH3:14])=[CH:12][CH:13]=3)=[CH:7][C:3]([C:2]([F:1])([F:15])[F:16])=[N:4]2)[CH:23]=[CH:22][CH:21]=[CH:20][CH:19]=1. (9) The product is: [Cl:19][C:16]1[CH:17]=[CH:18][C:13]([N:6]2[C:7]3[CH:12]=[CH:11][CH:10]=[CH:9][C:8]=3[N:4]([CH2:3][CH2:2][NH2:22])[S:5]2(=[O:21])=[O:20])=[CH:14][CH:15]=1. Given the reactants Br[CH2:2][CH2:3][N:4]1[C:8]2[CH:9]=[CH:10][CH:11]=[CH:12][C:7]=2[N:6]([C:13]2[CH:18]=[CH:17][C:16]([Cl:19])=[CH:15][CH:14]=2)[S:5]1(=[O:21])=[O:20].[NH3:22], predict the reaction product. (10) Given the reactants Br[CH2:2][CH2:3][CH2:4][CH2:5][CH2:6][CH2:7][C:8]#[N:9].C[N+]([O-:14])(C)C, predict the reaction product. The product is: [O:14]=[CH:2][CH2:3][CH2:4][CH2:5][CH2:6][CH2:7][C:8]#[N:9].